This data is from Catalyst prediction with 721,799 reactions and 888 catalyst types from USPTO. The task is: Predict which catalyst facilitates the given reaction. (1) Reactant: [F:1][C:2]1[CH:3]=[C:4]([S:8]([C:11]2[CH:12]=[C:13]([C:24]#[N:25])[C:14]3[O:23][C:22]4[CH2:21][CH2:20][NH:19][CH2:18][C:17]=4[C:15]=3[CH:16]=2)(=[O:10])=[O:9])[CH:5]=[CH:6][CH:7]=1.[ClH:26]. Product: [ClH:26].[F:1][C:2]1[CH:3]=[C:4]([S:8]([C:11]2[CH:12]=[C:13]([C:24]#[N:25])[C:14]3[O:23][C:22]4[CH2:21][CH2:20][NH:19][CH2:18][C:17]=4[C:15]=3[CH:16]=2)(=[O:9])=[O:10])[CH:5]=[CH:6][CH:7]=1. The catalyst class is: 98. (2) Reactant: C([O:5][C:6](=[O:30])[C@@H:7]([N:9]1[C:13]2[CH:14]=[CH:15][CH:16]=[CH:17][C:12]=2[N:11]([CH2:18][C:19]2[C:20]3[C:27]([CH3:28])=[CH:26][CH:25]=[CH:24][C:21]=3[S:22][CH:23]=2)[C:10]1=[O:29])[CH3:8])(C)(C)C.C(O)(C(F)(F)F)=O. Product: [CH3:28][C:27]1[C:20]2[C:19]([CH2:18][N:11]3[C:12]4[CH:17]=[CH:16][CH:15]=[CH:14][C:13]=4[N:9]([C@@H:7]([CH3:8])[C:6]([OH:30])=[O:5])[C:10]3=[O:29])=[CH:23][S:22][C:21]=2[CH:24]=[CH:25][CH:26]=1. The catalyst class is: 2.